Dataset: Catalyst prediction with 721,799 reactions and 888 catalyst types from USPTO. Task: Predict which catalyst facilitates the given reaction. Reactant: [C:1]([C:3]1[CH:4]=[C:5]([CH:19]=[C:20]([CH:24]2[CH2:26][CH2:25]2)[C:21]=1[O:22]C)[C:6]([N:8]1[C:12]2[CH:13]=[CH:14][CH:15]=[CH:16][C:11]=2[S:10](=[O:18])(=[O:17])[CH2:9]1)=[O:7])#[N:2].[Cl-].[Li+].Cl. Product: [C:1]([C:3]1[CH:4]=[C:5]([CH:19]=[C:20]([CH:24]2[CH2:26][CH2:25]2)[C:21]=1[OH:22])[C:6]([N:8]1[C:12]2[CH:13]=[CH:14][CH:15]=[CH:16][C:11]=2[S:10](=[O:18])(=[O:17])[CH2:9]1)=[O:7])#[N:2]. The catalyst class is: 9.